This data is from Catalyst prediction with 721,799 reactions and 888 catalyst types from USPTO. The task is: Predict which catalyst facilitates the given reaction. (1) Reactant: [O:1]1[C:6]2[CH:7]=[CH:8][CH:9]=[CH:10][C:5]=2[N:4]([C:11]([C:13]2[CH:14]=[C:15]([CH:20]=[CH:21][CH:22]=2)[C:16]([O:18]C)=[O:17])=[O:12])[CH2:3][CH2:2]1.[OH-].[Li+]. Product: [O:1]1[C:6]2[CH:7]=[CH:8][CH:9]=[CH:10][C:5]=2[N:4]([C:11]([C:13]2[CH:14]=[C:15]([CH:20]=[CH:21][CH:22]=2)[C:16]([OH:18])=[O:17])=[O:12])[CH2:3][CH2:2]1. The catalyst class is: 111. (2) The catalyst class is: 623. Product: [F:1][C:2]([F:7])([F:6])[C:3]([OH:5])=[O:4].[OH:8][C:9]1([C:22]2[S:23][C:24]([C:27]3[CH:32]=[C:31]([CH3:33])[CH:30]=[C:29]([NH:34][C:35]4[CH:40]=[C:39]([C:41]([F:43])([F:44])[F:42])[CH:38]=[CH:37][N:36]=4)[N:28]=3)=[CH:25][N:26]=2)[CH2:18][CH2:17][CH2:16][C:15]2[CH:14]=[C:13]([C:19]([NH2:54])=[O:21])[CH:12]=[CH:11][C:10]1=2. Reactant: [F:1][C:2]([F:7])([F:6])[C:3]([OH:5])=[O:4].[OH:8][C:9]1([C:22]2[S:23][C:24]([C:27]3[CH:32]=[C:31]([CH3:33])[CH:30]=[C:29]([NH:34][C:35]4[CH:40]=[C:39]([C:41]([F:44])([F:43])[F:42])[CH:38]=[CH:37][N:36]=4)[N:28]=3)=[CH:25][N:26]=2)[CH2:18][CH2:17][CH2:16][C:15]2[CH:14]=[C:13]([C:19]([OH:21])=O)[CH:12]=[CH:11][C:10]1=2.[Cl-].[NH4+].F[P-](F)(F)(F)(F)F.[N:54]1(OC(N(C)C)=[N+](C)C)C2N=CC=CC=2N=N1.C(N(C(C)C)CC)(C)C. (3) Reactant: C(OC([NH:8][C@H:9]1[CH2:14][C@H:13]([C:15]([O:17][CH2:18][CH3:19])=[O:16])[CH2:12][CH2:11][C@H:10]1[NH:20][C:21]([C:23]1[NH:24][C:25]2[C:30]([CH:31]=1)=[CH:29][C:28]([Cl:32])=[CH:27][CH:26]=2)=[O:22])=O)(C)(C)C.Cl. Product: [ClH:32].[Cl:32][C:28]1[CH:29]=[C:30]2[C:25](=[CH:26][CH:27]=1)[NH:24][C:23]([C:21]([NH:20][C@@H:10]1[CH2:11][CH2:12][C@@H:13]([C:15]([O:17][CH2:18][CH3:19])=[O:16])[CH2:14][C@@H:9]1[NH2:8])=[O:22])=[CH:31]2. The catalyst class is: 8. (4) Reactant: [F:1][C:2]1[CH:3]=[C:4]([CH:43]=[CH:44][CH:45]=1)[CH2:5][N:6]1[CH:10]=[C:9]([C:11]2[C:19]3[C:14](=[N:15][CH:16]=[C:17]([C:20]4[CH:21]=[C:22]([NH:28][S:29]([CH3:32])(=[O:31])=[O:30])[C:23]([O:26][CH3:27])=[N:24][CH:25]=4)[CH:18]=3)[N:13](S(C3C=CC(C)=CC=3)(=O)=O)[CH:12]=2)[CH:8]=[N:7]1.[OH-].[Li+]. Product: [F:1][C:2]1[CH:3]=[C:4]([CH:43]=[CH:44][CH:45]=1)[CH2:5][N:6]1[CH:10]=[C:9]([C:11]2[C:19]3[C:14](=[N:15][CH:16]=[C:17]([C:20]4[CH:21]=[C:22]([NH:28][S:29]([CH3:32])(=[O:30])=[O:31])[C:23]([O:26][CH3:27])=[N:24][CH:25]=4)[CH:18]=3)[NH:13][CH:12]=2)[CH:8]=[N:7]1. The catalyst class is: 87. (5) Reactant: [F:1][C:2]1[CH:3]=[C:4]([S:9][C:10]2[CH:11]=[C:12]3[C:18]([NH:19][C:20](=O)[C:21]4[CH:26]=[CH:25][C:24]([N:27]5[CH2:32][CH2:31][N:30]([CH3:33])[CH2:29][CH2:28]5)=[CH:23][C:22]=4[NH:34][CH:35]4[CH2:40][CH2:39][O:38][CH2:37][CH2:36]4)=[N:17][NH:16][C:13]3=[N:14][CH:15]=2)[CH:5]=[C:6]([F:8])[CH:7]=1.[H-].[H-].[H-].[H-].[Li+].[Al+3].O.[OH-].[Na+]. The catalyst class is: 7. Product: [F:1][C:2]1[CH:3]=[C:4]([S:9][C:10]2[CH:11]=[C:12]3[C:18]([NH:19][CH2:20][C:21]4[CH:26]=[CH:25][C:24]([N:27]5[CH2:32][CH2:31][N:30]([CH3:33])[CH2:29][CH2:28]5)=[CH:23][C:22]=4[NH:34][CH:35]4[CH2:36][CH2:37][O:38][CH2:39][CH2:40]4)=[N:17][NH:16][C:13]3=[N:14][CH:15]=2)[CH:5]=[C:6]([F:8])[CH:7]=1. (6) Product: [CH3:1][O:2][C:3]1[CH:4]=[C:5]([C:9]2[CH:14]=[CH:13][N:12]=[C:11]([NH2:15])[C:10]=2[NH2:16])[CH:6]=[CH:7][CH:8]=1. The catalyst class is: 256. Reactant: [CH3:1][O:2][C:3]1[CH:4]=[C:5]([C:9]2[CH:14]=[CH:13][N:12]=[C:11]([NH2:15])[C:10]=2[N+:16]([O-])=O)[CH:6]=[CH:7][CH:8]=1.C([O-])=O.[NH4+].